This data is from Reaction yield outcomes from USPTO patents with 853,638 reactions. The task is: Predict the reaction yield, written as a fraction of the theoretical maximum amount of product (1.0 means a 100% yield; for example, 0.34 means a 34% yield). (1) The reactants are [OH:1][C:2]1[CH:7]=[C:6]([O:8][CH2:9][CH2:10][O:11][CH3:12])[CH:5]=[CH:4][C:3]=1/[CH:13]=[CH:14]/[C:15]([O:17][CH2:18][CH3:19])=[O:16].Br[C:21]1[S:22][C:23]([Br:26])=[CH:24][N:25]=1.C(=O)([O-])[O-].[K+].[K+].O. The catalyst is CN(C)C=O. The product is [Br:26][C:23]1[S:22][C:21]([O:1][C:2]2[CH:7]=[C:6]([O:8][CH2:9][CH2:10][O:11][CH3:12])[CH:5]=[CH:4][C:3]=2/[CH:13]=[CH:14]/[C:15]([O:17][CH2:18][CH3:19])=[O:16])=[N:25][CH:24]=1. The yield is 0.710. (2) The product is [Cl:1][C:2]1[CH:3]=[C:4]([NH:9][C:10]2[N:14]=[C:13]([NH:15][CH2:22][C:20]3[CH:19]=[N:18][N:17]([CH3:16])[CH:21]=3)[NH:12][N:11]=2)[CH:5]=[C:6]([Cl:8])[CH:7]=1. The catalyst is CO. The yield is 0.690. The reactants are [Cl:1][C:2]1[CH:3]=[C:4]([NH:9][C:10]2[N:14]=[C:13]([NH2:15])[NH:12][N:11]=2)[CH:5]=[C:6]([Cl:8])[CH:7]=1.[CH3:16][N:17]1[CH:21]=[C:20]([CH:22]=O)[CH:19]=[N:18]1.[BH4-].[Na+]. (3) The reactants are [NH2:1][C:2]1[C:3]([CH3:13])=[C:4]([CH:9]=[C:10]([Cl:12])[CH:11]=1)[C:5]([O:7][CH3:8])=[O:6].[O:14]1[C:18]2([CH2:23][CH2:22][C:21](=O)[CH2:20][CH2:19]2)[O:17][CH2:16][CH2:15]1.C(O)(=O)C.C(O[BH-](OC(=O)C)OC(=O)C)(=O)C.[Na+]. The catalyst is ClC(Cl)C. The product is [O:14]1[C:18]2([CH2:23][CH2:22][CH:21]([NH:1][C:2]3[C:3]([CH3:13])=[C:4]([CH:9]=[C:10]([Cl:12])[CH:11]=3)[C:5]([O:7][CH3:8])=[O:6])[CH2:20][CH2:19]2)[O:17][CH2:16][CH2:15]1. The yield is 0.760. (4) The reactants are [C:1](Cl)(=[O:8])[C:2]1[CH:7]=[CH:6][CH:5]=[CH:4][CH:3]=1.C(N(CC)CC)C.C(OC(=O)[NH:23][CH2:24][C:25]1[C:26]([CH2:40][OH:41])=[N:27][C:28]([NH:32]C(OC(C)(C)C)=O)=[CH:29][C:30]=1[CH3:31])(C)(C)C.Cl. The catalyst is C(Cl)Cl.C1COCC1. The product is [C:1]([O:41][CH2:40][C:26]1[C:25]([CH2:24][NH2:23])=[C:30]([CH3:31])[CH:29]=[C:28]([NH2:32])[N:27]=1)(=[O:8])[C:2]1[CH:7]=[CH:6][CH:5]=[CH:4][CH:3]=1. The yield is 0.790. (5) The reactants are [NH2:1][C:2]1[C:10]([CH3:11])=[CH:9][C:8]([C:12]2[CH:13]=[C:14]3[C:20]([C:21]4[CH:26]=[CH:25][CH:24]=[CH:23][C:22]=4[O:27][CH3:28])=[N:19][NH:18][C:15]3=[N:16][CH:17]=2)=[CH:7][C:3]=1[C:4]([OH:6])=O.O=C1N(P(Cl)(N2CCOC2=O)=O)CCO1.[CH3:44][N:45]([CH3:54])[CH2:46][CH2:47][N:48]1[CH2:53][CH2:52][NH:51][CH2:50][CH2:49]1. The catalyst is CC(N(C)C)=O. The product is [NH2:1][C:2]1[C:10]([CH3:11])=[CH:9][C:8]([C:12]2[CH:13]=[C:14]3[C:20]([C:21]4[CH:26]=[CH:25][CH:24]=[CH:23][C:22]=4[O:27][CH3:28])=[N:19][NH:18][C:15]3=[N:16][CH:17]=2)=[CH:7][C:3]=1[C:4]([N:51]1[CH2:52][CH2:53][N:48]([CH2:47][CH2:46][N:45]([CH3:54])[CH3:44])[CH2:49][CH2:50]1)=[O:6]. The yield is 0.310. (6) The reactants are [NH:1]1[C:5]2[CH:6]=[CH:7][CH:8]=[CH:9][C:4]=2[N:3]=[C:2]1[C:10]1[CH:15]=[CH:14][C:13]([CH:16]2[O:21][CH2:20][CH2:19][N:18](C(OC(C)(C)C)=O)[CH2:17]2)=[CH:12][CH:11]=1.[ClH:29]. The catalyst is O1CCOCC1. The product is [ClH:29].[NH:1]1[C:5]2[CH:6]=[CH:7][CH:8]=[CH:9][C:4]=2[N:3]=[C:2]1[C:10]1[CH:11]=[CH:12][C:13]([CH:16]2[O:21][CH2:20][CH2:19][NH:18][CH2:17]2)=[CH:14][CH:15]=1. The yield is 0.850. (7) The reactants are C([O:3][C:4]([C:6]1[N:7]([C:12]2[CH:17]=[CH:16][C:15]([Br:18])=[CH:14][CH:13]=2)[N:8]=[CH:9][C:10]=1[F:11])=[O:5])C.[Li+].[OH-]. The catalyst is C1COCC1. The product is [Br:18][C:15]1[CH:14]=[CH:13][C:12]([N:7]2[C:6]([C:4]([OH:5])=[O:3])=[C:10]([F:11])[CH:9]=[N:8]2)=[CH:17][CH:16]=1. The yield is 0.930. (8) The reactants are Br[CH2:2][C:3]1[C:12]2[C:7](=[CH:8][CH:9]=[CH:10][CH:11]=2)[C:6]([CH:13]=[O:14])=[CH:5][CH:4]=1.[C:15]1(=[O:25])[NH:19][C:18](=[O:20])[C:17]2=[CH:21][CH:22]=[CH:23][CH:24]=[C:16]12.[K]. The catalyst is CN(C=O)C.O. The product is [O:20]=[C:18]1[C:17]2[C:16](=[CH:24][CH:23]=[CH:22][CH:21]=2)[C:15](=[O:25])[N:19]1[CH2:2][C:3]1[C:12]2[C:7](=[CH:8][CH:9]=[CH:10][CH:11]=2)[C:6]([CH:13]=[O:14])=[CH:5][CH:4]=1. The yield is 0.980.